Dataset: Full USPTO retrosynthesis dataset with 1.9M reactions from patents (1976-2016). Task: Predict the reactants needed to synthesize the given product. (1) Given the product [C:1]([O:5][C:6]([N:8]1[C@H:13]([CH2:14][NH2:15])[CH2:12][C@@H:11]2[C@H:9]1[CH2:10]2)=[O:7])([CH3:4])([CH3:3])[CH3:2], predict the reactants needed to synthesize it. The reactants are: [C:1]([O:5][C:6]([N:8]1[C@H:13]([CH2:14][N:15]=[N+]=[N-])[CH2:12][C@@H:11]2[C@H:9]1[CH2:10]2)=[O:7])([CH3:4])([CH3:3])[CH3:2]. (2) Given the product [NH:14]1[C:15]2[C:11](=[CH:10][C:9]([N:8]([C:25]3[CH:30]=[CH:29][N:28]=[C:27]([C:59]4[CH:58]=[CH:57][CH:56]=[C:55]([O:54][CH3:53])[CH:60]=4)[N:26]=3)[C:6](=[O:7])[O:5][C:1]([CH3:2])([CH3:4])[CH3:3])=[CH:17][CH:16]=2)[CH:12]=[N:13]1, predict the reactants needed to synthesize it. The reactants are: [C:1]([O:5][C:6]([N:8]([C:25]1[CH:30]=[CH:29][N:28]=[C:27](Cl)[N:26]=1)[C:9]1[CH:10]=[C:11]2[C:15](=[CH:16][CH:17]=1)[N:14](C(OC(C)(C)C)=O)[N:13]=[CH:12]2)=[O:7])([CH3:4])([CH3:3])[CH3:2].C([O-])([O-])=O.[Na+].[Na+].CC(OC(OC(OC(C)(C)C)=O)=O)(C)C.[CH3:53][O:54][C:55]1[CH:56]=[C:57](B(O)O)[CH:58]=[CH:59][CH:60]=1.